Dataset: Forward reaction prediction with 1.9M reactions from USPTO patents (1976-2016). Task: Predict the product of the given reaction. (1) Given the reactants [Cl:1][C:2]1[CH:7]=[CH:6][C:5]([C:8]2[N:12]([C:13]3[CH:18]=[CH:17][CH:16]=[CH:15][C:14]=3[O:19][CH3:20])[NH:11][C:10](=[O:21])[CH:9]=2)=[CH:4][CH:3]=1.CC1C=CC(S(O[CH2:33][CH:34]2[C:37]([CH3:39])([CH3:38])[O:36][C:35]2([CH3:41])[CH3:40])(=O)=O)=CC=1.C([O-])([O-])=O.[Cs+].[Cs+].Cl, predict the reaction product. The product is: [Cl:1][C:2]1[CH:3]=[CH:4][C:5]([C:8]2[N:12]([C:13]3[CH:18]=[CH:17][CH:16]=[CH:15][C:14]=3[O:19][CH3:20])[N:11]=[C:10]([O:21][CH2:33][CH:34]3[C:37]([CH3:39])([CH3:38])[O:36][C:35]3([CH3:41])[CH3:40])[CH:9]=2)=[CH:6][CH:7]=1. (2) Given the reactants F[C:2]1[CH:3]=[CH:4][C:5]([N+:21]([O-:23])=[O:22])=[C:6]([NH:8][C@@H:9]2[CH2:14][CH2:13][C@H:12]([C:15]([NH:17][CH:18]([CH3:20])[CH3:19])=[O:16])[CH2:11][CH2:10]2)[CH:7]=1.[CH3:24][S:25]([O-:27])=[O:26].[Na+], predict the reaction product. The product is: [CH:18]([NH:17][C:15]([C@H:12]1[CH2:13][CH2:14][C@@H:9]([NH:8][C:6]2[CH:7]=[C:2]([S:25]([CH3:24])(=[O:27])=[O:26])[CH:3]=[CH:4][C:5]=2[N+:21]([O-:23])=[O:22])[CH2:10][CH2:11]1)=[O:16])([CH3:20])[CH3:19].